Dataset: NCI-60 drug combinations with 297,098 pairs across 59 cell lines. Task: Regression. Given two drug SMILES strings and cell line genomic features, predict the synergy score measuring deviation from expected non-interaction effect. Drug 1: C1CN(P(=O)(OC1)NCCCl)CCCl. Drug 2: CC(C)CN1C=NC2=C1C3=CC=CC=C3N=C2N. Cell line: KM12. Synergy scores: CSS=-2.74, Synergy_ZIP=2.68, Synergy_Bliss=2.66, Synergy_Loewe=-0.240, Synergy_HSA=0.0476.